From a dataset of CYP3A4 inhibition data for predicting drug metabolism from PubChem BioAssay. Regression/Classification. Given a drug SMILES string, predict its absorption, distribution, metabolism, or excretion properties. Task type varies by dataset: regression for continuous measurements (e.g., permeability, clearance, half-life) or binary classification for categorical outcomes (e.g., BBB penetration, CYP inhibition). Dataset: cyp3a4_veith. (1) The compound is COC(=O)[C@@]1(Cc2ccc(F)cc2)[C@H]2c3cc(C(=O)N4CCCC4)n(CCN4CNCC4=O)c3C[C@H]2CN1C(=O)c1ccccc1. The result is 1 (inhibitor). (2) The drug is N#Cc1c2n(c3c(=S)nc[nH]c13)CCCCC2. The result is 0 (non-inhibitor). (3) The molecule is COc1ccc2nc3cc(Cl)ccc3c(Nc3ccc(O)c(CN4CCN(C)CC4)c3)c2c1. The result is 0 (non-inhibitor). (4) The compound is C[C@@H](C(=O)Nc1ccc2ccccc2c1)[C@H]1C[C@]1(C)[C@H](NC(=O)OCc1ccccc1)c1ccccc1. The result is 1 (inhibitor). (5) The molecule is CCn1c(SCC(=O)N2CCN(S(=O)(=O)c3ccccc3)CC2)nnc1-c1cccs1. The result is 1 (inhibitor).